This data is from Reaction yield outcomes from USPTO patents with 853,638 reactions. The task is: Predict the reaction yield, written as a fraction of the theoretical maximum amount of product (1.0 means a 100% yield; for example, 0.34 means a 34% yield). (1) The reactants are [Br:1][C:2]1[CH:3]=[C:4]2[C:8](=[CH:9][C:10]=1[CH3:11])[NH:7][C:6](C(O)=O)=[C:5]2[CH3:15].BrC1C(C)=C2C(=CC=1)NC(C(O)=O)=C2C.CCOCC.Cl. The catalyst is N1C2C(=CC=CC=2)C=CC=1.[Cu]. The product is [Br:1][C:2]1[CH:3]=[C:4]2[C:8](=[CH:9][C:10]=1[CH3:11])[NH:7][CH:6]=[C:5]2[CH3:15]. The yield is 0.370. (2) The reactants are C(O)(C(F)(F)F)=O.[NH:8]1[C:12]2[CH:13]=[CH:14][CH:15]=[CH:16][C:11]=2[N:10]=[C:9]1[C:17]1[C:25]2[C:20](=[CH:21][CH:22]=[C:23]([C:26]3[CH:31]=[CH:30][CH:29]=[C:28]([C:32]([F:35])([F:34])[F:33])[CH:27]=3)[CH:24]=2)[N:19](C2CCCCO2)[N:18]=1. The catalyst is C(Cl)Cl. The product is [NH:10]1[C:11]2[CH:16]=[CH:15][CH:14]=[CH:13][C:12]=2[N:8]=[C:9]1[C:17]1[C:25]2[C:20](=[CH:21][CH:22]=[C:23]([C:26]3[CH:31]=[CH:30][CH:29]=[C:28]([C:32]([F:35])([F:33])[F:34])[CH:27]=3)[CH:24]=2)[NH:19][N:18]=1. The yield is 0.500.